This data is from Full USPTO retrosynthesis dataset with 1.9M reactions from patents (1976-2016). The task is: Predict the reactants needed to synthesize the given product. (1) Given the product [Cl:28][C:4]1[CH:3]=[C:2]([C:37]2[CH:38]=[CH:39][C:34]([CH2:33][CH2:32][C:29]([OH:31])=[O:30])=[CH:35][CH:36]=2)[CH:7]=[CH:6][C:5]=1[CH:8]([CH3:27])[C:9]([OH:14])([C:15]1[CH:16]=[CH:17][C:18]2[O:23][CH2:22][C:21](=[O:24])[N:20]([CH3:25])[C:19]=2[CH:26]=1)[C:10]([F:13])([F:12])[F:11], predict the reactants needed to synthesize it. The reactants are: Br[C:2]1[CH:7]=[CH:6][C:5]([CH:8]([CH3:27])[C:9]([C:15]2[CH:16]=[CH:17][C:18]3[O:23][CH2:22][C:21](=[O:24])[N:20]([CH3:25])[C:19]=3[CH:26]=2)([OH:14])[C:10]([F:13])([F:12])[F:11])=[C:4]([Cl:28])[CH:3]=1.[C:29]([CH2:32][CH2:33][C:34]1[CH:39]=[CH:38][C:37](B(O)O)=[CH:36][CH:35]=1)([OH:31])=[O:30]. (2) Given the product [Br:15][C:12]1[CH:13]=[CH:14][C:9]([CH:7]2[C:17]3[C:3](=[C:2]([Cl:1])[CH:20]=[C:19]([Cl:21])[CH:18]=3)[CH2:4][N:5]([CH3:16])[CH2:6]2)=[CH:10][CH:11]=1, predict the reactants needed to synthesize it. The reactants are: [Cl:1][C:2]1[CH:20]=[C:19]([Cl:21])[CH:18]=[CH:17][C:3]=1[CH2:4][N:5]([CH3:16])[CH2:6][CH:7]([C:9]1[CH:14]=[CH:13][C:12]([Br:15])=[CH:11][CH:10]=1)O.OS(O)(=O)=O. (3) Given the product [NH2:10][C:11](=[N:17][OH:18])[C:12](=[N:15][O:16][CH:2]([CH3:4])[CH3:3])[C:13]#[N:14], predict the reactants needed to synthesize it. The reactants are: I[CH:2]([CH3:4])[CH3:3].CN(C)C=O.[NH2:10][C:11](=[N:17][OH:18])[C:12](=[N:15][OH:16])[C:13]#[N:14].C(=O)([O-])[O-].[K+].[K+]. (4) Given the product [CH3:34][N:33]([CH3:32])[CH2:35][C:36]([N:38]1[C:46]2[C:41](=[CH:42][C:43]([O:48][CH3:49])=[C:44]([NH:47][C:3]3[N:16]=[C:7]([NH:8][C:9]4[CH:10]=[CH:11][CH:12]=[C:13]([F:18])[C:14]=4[C:15]([NH2:51])=[O:17])[C:6]4[CH:19]=[CH:20][N:21]([S:22]([C:25]5[CH:30]=[CH:29][C:28]([CH3:31])=[CH:27][CH:26]=5)(=[O:24])=[O:23])[C:5]=4[N:4]=3)[CH:45]=2)[CH2:40][C@H:39]1[CH3:50])=[O:37], predict the reactants needed to synthesize it. The reactants are: Cl.Cl[C:3]1[N:16]2[C:7](=[N:8][C:9]3[C:14]([C:15]2=[O:17])=[C:13]([F:18])[CH:12]=[CH:11][CH:10]=3)[C:6]2[CH:19]=[CH:20][N:21]([S:22]([C:25]3[CH:30]=[CH:29][C:28]([CH3:31])=[CH:27][CH:26]=3)(=[O:24])=[O:23])[C:5]=2[N:4]=1.[CH3:32][N:33]([CH2:35][C:36]([N:38]1[C:46]2[C:41](=[CH:42][C:43]([O:48][CH3:49])=[C:44]([NH2:47])[CH:45]=2)[CH2:40][C@H:39]1[CH3:50])=[O:37])[CH3:34].[NH4+:51].[OH-].C([O-])(O)=O.[Na+]. (5) The reactants are: CN(C=O)C.[OH:6][CH2:7][CH2:8][N:9]1[CH2:13][CH2:12][CH2:11][CH2:10]1.[H-].[Na+].Cl[C:17]1[CH:22]=[CH:21][C:20]([N+:23]([O-])=O)=[CH:19][N:18]=1. Given the product [NH2:23][C:20]1[CH:21]=[CH:22][C:17]([O:6][CH2:7][CH2:8][N:9]2[CH2:13][CH2:12][CH2:11][CH2:10]2)=[N:18][CH:19]=1, predict the reactants needed to synthesize it.